This data is from Catalyst prediction with 721,799 reactions and 888 catalyst types from USPTO. The task is: Predict which catalyst facilitates the given reaction. (1) Reactant: [CH:1]1[C:10]2[C:5](=[CH:6][CH:7]=[CH:8][CH:9]=2)[CH:4]=[C:3]([C:11]([O:13][CH3:14])=[O:12])[N:2]=1.[N+:15]([O-])([O-:17])=[O:16].[Na+]. Product: [N+:15]([C:6]1[CH:7]=[CH:8][CH:9]=[C:10]2[C:5]=1[CH:4]=[C:3]([C:11]([O:13][CH3:14])=[O:12])[N:2]=[CH:1]2)([O-:17])=[O:16]. The catalyst class is: 82. (2) Reactant: [CH:1](=O)[C:2]1[CH:7]=[CH:6][CH:5]=[CH:4][CH:3]=1.[NH2:9][CH:10]([C:15]1[CH:20]=[CH:19][CH:18]=[CH:17][CH:16]=1)[C:11]([O:13][CH3:14])=[O:12].C(O[BH-](OC(=O)C)OC(=O)C)(=O)C.[Na+].C(=O)(O)[O-].[Na+]. The catalyst class is: 26. Product: [CH2:1]([NH:9][CH:10]([C:15]1[CH:20]=[CH:19][CH:18]=[CH:17][CH:16]=1)[C:11]([O:13][CH3:14])=[O:12])[C:2]1[CH:7]=[CH:6][CH:5]=[CH:4][CH:3]=1. (3) Reactant: [C:1]([O:5][C:6]([NH:8][CH2:9][C:10]1[C:11]([C:25]2[CH:30]=[CH:29][C:28]([CH3:31])=[CH:27][CH:26]=2)=[C:12]([CH2:21][C:22](O)=[O:23])[C:13]([CH3:20])=[N:14][C:15]=1[CH2:16][CH:17]([CH3:19])[CH3:18])=[O:7])([CH3:4])([CH3:3])[CH3:2].[CH:32]1([NH2:35])[CH2:34][CH2:33]1.ON1C2C=CC=CC=2N=N1.Cl.C(N=C=NCCCN(C)C)C. Product: [CH:32]1([NH:35][C:22](=[O:23])[CH2:21][C:12]2[C:11]([C:25]3[CH:30]=[CH:29][C:28]([CH3:31])=[CH:27][CH:26]=3)=[C:10]([CH2:9][NH:8][C:6](=[O:7])[O:5][C:1]([CH3:3])([CH3:2])[CH3:4])[C:15]([CH2:16][CH:17]([CH3:19])[CH3:18])=[N:14][C:13]=2[CH3:20])[CH2:34][CH2:33]1. The catalyst class is: 434. (4) Reactant: FC(F)(F)C(O)=O.[CH2:8]([N:10]1[CH2:15][CH2:14][NH:13][CH2:12][C:11]1=[O:16])[CH3:9].C1COCC1.C(N(CC)CC)C.Cl[C:30]1[N:35]=[C:34]([C:36]2[CH:41]=[CH:40][CH:39]=[CH:38][CH:37]=2)[N:33]=[C:32]([C:42]([NH:44][C:45]2[CH:50]=[CH:49][CH:48]=[CH:47][C:46]=2[C:51]2[S:52][C:53]([CH:56]3[CH2:61][CH2:60][O:59][CH2:58][CH2:57]3)=[N:54][N:55]=2)=[O:43])[CH:31]=1. Product: [CH2:8]([N:10]1[CH2:15][CH2:14][N:13]([C:30]2[N:35]=[C:34]([C:36]3[CH:37]=[CH:38][CH:39]=[CH:40][CH:41]=3)[N:33]=[C:32]([C:42]([NH:44][C:45]3[CH:50]=[CH:49][CH:48]=[CH:47][C:46]=3[C:51]3[S:52][C:53]([CH:56]4[CH2:61][CH2:60][O:59][CH2:58][CH2:57]4)=[N:54][N:55]=3)=[O:43])[CH:31]=2)[CH2:12][C:11]1=[O:16])[CH3:9]. The catalyst class is: 6. (5) Product: [Br:1][C:2]1[CH:3]=[C:4]([CH:10]=[CH:11][CH:12]=1)[CH2:5][O:6][CH2:7][CH2:8][O:9][Si:22]([C:18]([CH3:21])([CH3:20])[CH3:19])([CH3:25])[CH3:24]. The catalyst class is: 2. Reactant: [Br:1][C:2]1[CH:3]=[C:4]([CH:10]=[CH:11][CH:12]=1)[CH2:5][O:6][CH2:7][CH2:8][OH:9].N1C=CN=C1.[C:18]([Si:22]([CH3:25])([CH3:24])Cl)([CH3:21])([CH3:20])[CH3:19]. (6) Reactant: [O:1]1[C:5]2[CH:6]=[CH:7][CH:8]=[C:9]([NH:10][C:11]3[C:20]4[C:15](=[C:16]([CH3:27])[CH:17]=[C:18]([S:21]([CH2:24][CH2:25][OH:26])(=[O:23])=[O:22])[CH:19]=4)[N:14]=[CH:13][C:12]=3[C:28]([NH2:30])=[O:29])[C:4]=2[CH2:3][CH2:2]1.[H-].[Na+].[CH3:33]I. Product: [O:1]1[C:5]2[CH:6]=[CH:7][CH:8]=[C:9]([NH:10][C:11]3[C:20]4[C:15](=[C:16]([CH3:27])[CH:17]=[C:18]([S:21]([CH2:24][CH2:25][O:26][CH3:33])(=[O:22])=[O:23])[CH:19]=4)[N:14]=[CH:13][C:12]=3[C:28]([NH2:30])=[O:29])[C:4]=2[CH2:3][CH2:2]1. The catalyst class is: 9. (7) Reactant: [Cl:1][C:2]1[CH:7]=[C:6]([CH2:8][OH:9])[C:5]([O:10][CH3:11])=[CH:4][C:3]=1[OH:12].Br[CH2:14][C:15]([O:17][CH2:18][CH3:19])=[O:16].C(=O)([O-])[O-].[K+].[K+]. Product: [CH2:18]([O:17][C:15](=[O:16])[CH2:14][O:12][C:3]1[CH:4]=[C:5]([O:10][CH3:11])[C:6]([CH2:8][OH:9])=[CH:7][C:2]=1[Cl:1])[CH3:19]. The catalyst class is: 10.